The task is: Predict which catalyst facilitates the given reaction.. This data is from Catalyst prediction with 721,799 reactions and 888 catalyst types from USPTO. (1) Reactant: [H-].[Na+].C([N:6]1[C:11](=[O:12])[NH:10][C:9](=[O:13])[CH:8]=[N:7]1)(=O)C.N#N.S(C1C=CC(C)=CC=1)(O[CH2:20][CH2:21][F:22])(=O)=O. Product: [F:22][CH2:21][CH2:20][N:10]1[C:9](=[O:13])[CH:8]=[N:7][NH:6][C:11]1=[O:12]. The catalyst class is: 3. (2) Reactant: [Cl:1][C:2]1[CH:3]=[CH:4][C:5]([N+:10]([O-])=O)=[C:6]([CH:9]=1)[NH:7][CH3:8].[Cl-].[NH4+].[CH2:15](O)C.O. Product: [Cl:1][C:2]1[CH:3]=[CH:4][C:5]2[N:10]=[CH:8][N:7]([CH3:15])[C:6]=2[CH:9]=1. The catalyst class is: 292. (3) Reactant: [O:1]1[CH:6]=[CH:5][CH2:4][CH2:3][CH2:2]1.C1(C)C=CC(S([O-])(=O)=O)=CC=1.[NH+]1C=CC=CC=1.[Br:24][C:25]1[CH:30]=[C:29]([F:31])[CH:28]=[CH:27][C:26]=1[OH:32].C(=O)([O-])[O-].[K+].[K+].[Cl-].[Na+]. Product: [Br:24][C:25]1[CH:30]=[C:29]([F:31])[CH:28]=[CH:27][C:26]=1[O:32][CH:6]1[CH2:5][CH2:4][CH2:3][CH2:2][O:1]1. The catalyst class is: 46. (4) Reactant: [Cl:1][C:2]1[CH:3]=[C:4]([CH:13]=[CH:14][CH:15]=1)[CH2:5][C:6]1[S:10][C:9]([CH:11]=O)=[CH:8][CH:7]=1.C(OCC)(=O)C.CO.[NH3:24].CO. Product: [Cl:1][C:2]1[CH:3]=[C:4]([CH:13]=[CH:14][CH:15]=1)[CH2:5][C:6]1[S:10][C:9]([CH2:11][NH2:24])=[CH:8][CH:7]=1. The catalyst class is: 181. (5) Reactant: [O:1]1[CH:6]=[CH:5][CH2:4][CH2:3][CH:2]1[CH2:7][OH:8].[C:9](OC(=O)C)(=[O:11])[CH3:10].N1C=CC=CC=1. Product: [C:9]([O:8][CH2:7][CH:2]1[CH2:3][CH2:4][CH:5]=[CH:6][O:1]1)(=[O:11])[CH3:10]. The catalyst class is: 13. (6) Reactant: [F:1][C:2]1[CH:3]=[C:4]([N:14]2[CH2:18][C@H:17]([C:19](OCC)=[O:20])[O:16][C:15]2=[O:24])[CH:5]=[CH:6][C:7]=1[N:8]1[CH2:13][CH2:12][O:11][CH2:10][CH2:9]1.[NH3:25]. Product: [F:1][C:2]1[CH:3]=[C:4]([N:14]2[CH2:18][C@H:17]([C:19]([NH2:25])=[O:20])[O:16][C:15]2=[O:24])[CH:5]=[CH:6][C:7]=1[N:8]1[CH2:13][CH2:12][O:11][CH2:10][CH2:9]1. The catalyst class is: 5. (7) Reactant: [CH3:1][C:2]1[C:11](=[O:12])[C:10]2[C:5](=[CH:6][CH:7]=[CH:8][CH:9]=2)[O:4][C:3]=1[S:13][CH3:14].C1C=C(Cl)C=C(C(OO)=[O:23])C=1. Product: [CH3:14][S:13]([C:3]1[O:4][C:5]2[C:10]([C:11](=[O:12])[C:2]=1[CH3:1])=[CH:9][CH:8]=[CH:7][CH:6]=2)=[O:23]. The catalyst class is: 4.